This data is from Forward reaction prediction with 1.9M reactions from USPTO patents (1976-2016). The task is: Predict the product of the given reaction. Given the reactants [NH2:1][CH2:2][CH:3]([CH2:21][C:22]1[CH:27]=[CH:26][C:25]([O:28][CH2:29][CH2:30][O:31][C:32]2[C:37]([Cl:38])=[CH:36][C:35]([CH3:39])=[CH:34][C:33]=2[Cl:40])=[CH:24][CH:23]=1)[C:4]([N:6]([CH:18]1[CH2:20][CH2:19]1)[CH2:7][C:8]1[C:17]2[C:12](=CC=CC=2)[N:11]=[CH:10][CH:9]=1)=[O:5].O.ON1C2C=C[CH:50]=[CH:51][C:46]=2N=N1.Cl.CN(C)CCCN=C=NCC.[CH2:64](N(CC)CC)C.CC[O:73][C:74](C)=[O:75], predict the reaction product. The product is: [CH:18]1([N:6]([CH2:7][C:8]2[CH:17]=[CH:12][N:11]=[CH:10][CH:9]=2)[C:4](=[O:5])[CH:3]([CH2:21][C:22]2[CH:23]=[CH:24][C:25]([O:28][CH2:29][CH2:30][O:31][C:32]3[C:37]([Cl:38])=[CH:36][C:35]([CH3:39])=[CH:34][C:33]=3[Cl:40])=[CH:26][CH:27]=2)[CH2:2][NH:1][C:74](=[O:73])[O:75][C:51]([CH3:50])([CH3:46])[CH3:64])[CH2:20][CH2:19]1.